Regression. Given a peptide amino acid sequence and an MHC pseudo amino acid sequence, predict their binding affinity value. This is MHC class I binding data. From a dataset of Peptide-MHC class I binding affinity with 185,985 pairs from IEDB/IMGT. (1) The peptide sequence is RRCPHHERC. The MHC is HLA-B08:02 with pseudo-sequence HLA-B08:02. The binding affinity (normalized) is 0.0847. (2) The peptide sequence is NEVEVITKL. The MHC is HLA-B18:01 with pseudo-sequence HLA-B18:01. The binding affinity (normalized) is 0.823. (3) The binding affinity (normalized) is 0.222. The MHC is Mamu-B17 with pseudo-sequence Mamu-B17. The peptide sequence is SSTCSPGNTW. (4) The peptide sequence is ERLERWHSL. The MHC is HLA-B27:05 with pseudo-sequence HLA-B27:05. The binding affinity (normalized) is 0.531. (5) The peptide sequence is SEAAYAKKI. The MHC is HLA-A03:01 with pseudo-sequence HLA-A03:01. The binding affinity (normalized) is 0. (6) The peptide sequence is PAMSTYSDI. The MHC is HLA-A02:02 with pseudo-sequence HLA-A02:02. The binding affinity (normalized) is 0.0927.